This data is from Reaction yield outcomes from USPTO patents with 853,638 reactions. The task is: Predict the reaction yield, written as a fraction of the theoretical maximum amount of product (1.0 means a 100% yield; for example, 0.34 means a 34% yield). (1) The reactants are [O:1]1[C:5]2[CH:6]=[CH:7][C:8]([C:10]3([C:13]([NH:15][C:16]4[CH:17]=[CH:18][C:19]([CH2:33][OH:34])=[C:20]([C:22]5[CH:27]=[CH:26][C:25]([C:28]([N:30]([CH3:32])[CH3:31])=[O:29])=[CH:24][CH:23]=5)[CH:21]=4)=[O:14])[CH2:12][CH2:11]3)=[CH:9][C:4]=2[O:3][CH2:2]1.[C:35]1(C)C=CC(S(O)(=O)=O)=C[CH:36]=1. The catalyst is C(O)C. The product is [O:1]1[C:5]2[CH:6]=[CH:7][C:8]([C:10]3([C:13]([NH:15][C:16]4[CH:17]=[CH:18][C:19]([CH2:33][O:34][CH2:35][CH3:36])=[C:20]([C:22]5[CH:27]=[CH:26][C:25]([C:28]([N:30]([CH3:31])[CH3:32])=[O:29])=[CH:24][CH:23]=5)[CH:21]=4)=[O:14])[CH2:11][CH2:12]3)=[CH:9][C:4]=2[O:3][CH2:2]1. The yield is 0.130. (2) The reactants are [CH2:1]([O:8][C:9]([NH:11][CH:12]([CH:17]([S:24][CH2:25][CH2:26][NH:27]C(OC(C)(C)C)=O)[C:18]1[CH:23]=[CH:22][CH:21]=[CH:20][CH:19]=1)[C:13]([O:15][CH3:16])=[O:14])=[O:10])[C:2]1[CH:7]=[CH:6][CH:5]=[CH:4][CH:3]=1.CO.C(Cl)(=O)C.CCOCC. The catalyst is C(OCC)(=O)C. The product is [NH2:27][CH2:26][CH2:25][S:24][CH:17]([C:18]1[CH:23]=[CH:22][CH:21]=[CH:20][CH:19]=1)[CH:12]([NH:11][C:9]([O:8][CH2:1][C:2]1[CH:7]=[CH:6][CH:5]=[CH:4][CH:3]=1)=[O:10])[C:13]([O:15][CH3:16])=[O:14]. The yield is 0.900. (3) The reactants are [CH:1]([C:4]1[NH:8][N:7]=[CH:6][CH:5]=1)([CH3:3])[CH3:2].Br[CH2:10][C:11]([O:13][CH2:14][CH3:15])=[O:12]. No catalyst specified. The product is [CH2:14]([O:13][C:11](=[O:12])[CH2:10][N:8]1[C:4]([CH:1]([CH3:3])[CH3:2])=[CH:5][CH:6]=[N:7]1)[CH3:15]. The yield is 0.0600. (4) The reactants are [C:1]([C:3]1[CH:8]=[CH:7][N:6]=[C:5]([C:9]([NH:11][C:12]2[CH:13]=[C:14]3[C:18](=[CH:19][CH:20]=2)[N:17]([CH3:21])[CH:16]=[C:15]3[CH:22]2[CH2:27][CH2:26][CH2:25][N:24](C(OC(C)(C)C)=O)[CH2:23]2)=[O:10])[CH:4]=1)#[N:2].Cl.C([O-])(O)=O.[Na+]. The catalyst is CO.O1CCOCC1.C(Cl)Cl. The product is [C:1]([C:3]1[CH:8]=[CH:7][N:6]=[C:5]([C:9]([NH:11][C:12]2[CH:13]=[C:14]3[C:18](=[CH:19][CH:20]=2)[N:17]([CH3:21])[CH:16]=[C:15]3[CH:22]2[CH2:27][CH2:26][CH2:25][NH:24][CH2:23]2)=[O:10])[CH:4]=1)#[N:2]. The yield is 0.880.